From a dataset of Forward reaction prediction with 1.9M reactions from USPTO patents (1976-2016). Predict the product of the given reaction. (1) Given the reactants [S:1]1[C:5]2[CH:6]=[CH:7][CH:8]=[CH:9][C:4]=2[CH:3]=[C:2]1[C:10]([NH:12][C@H:13]([C:18]([NH:20][CH2:21][CH:22]1[CH2:27][CH2:26][CH2:25][N:24](C(OC(C)(C)C)=O)[CH2:23]1)=[O:19])[CH2:14][CH:15]([CH3:17])[CH3:16])=[O:11].Cl, predict the reaction product. The product is: [CH3:16][CH:15]([CH3:17])[CH2:14][C@H:13]([NH:12][C:10]([C:2]1[S:1][C:5]2[CH:6]=[CH:7][CH:8]=[CH:9][C:4]=2[CH:3]=1)=[O:11])[C:18]([NH:20][CH2:21][CH:22]1[CH2:27][CH2:26][CH2:25][NH:24][CH2:23]1)=[O:19]. (2) Given the reactants OC(CCSC)C#[N:4].[OH:9][CH:10]([CH2:14][CH2:15][CH3:16])[C:11]([OH:13])=[S:12], predict the reaction product. The product is: [OH:9][CH:10]([CH2:14][CH2:15][CH3:16])[C:11]([O-:13])=[S:12].[NH4+:4]. (3) The product is: [F:10][C:11]1[CH:19]=[C:18]([F:20])[CH:17]=[CH:16][C:12]=1[C:13]([CH:6]1[CH2:7][CH2:8][NH:3][C:4](=[O:2])[CH2:5]1)=[O:14]. Given the reactants Cl.[OH2:2].[NH:3]1[CH2:8][CH2:7][C:6](=O)[CH2:5][CH2:4]1.[F:10][C:11]1[CH:19]=[C:18]([F:20])[CH:17]=[CH:16][C:12]=1[C:13](Cl)=[O:14], predict the reaction product. (4) Given the reactants [Cl:1][C:2]1[C:3]([C:9]2[C:17]3[C:13](=[CH:14][N:15]([CH3:18])[N:16]=3)[CH:12]=[CH:11][CH:10]=2)=[N:4][CH:5]=[C:6]([Cl:8])[CH:7]=1.Cl, predict the reaction product. The product is: [ClH:1].[Cl:1][C:2]1[C:3]([C:9]2[C:17]3[C:13](=[CH:14][N:15]([CH3:18])[N:16]=3)[CH:12]=[CH:11][CH:10]=2)=[N:4][CH:5]=[C:6]([Cl:8])[CH:7]=1. (5) Given the reactants [N+](C1C=C([N+]([O-])=O)C=CC=1[O-])([O-])=O.[NH2:14][N+:15]1[CH:20]=[CH:19][C:18]2[O:21][CH2:22][CH2:23][C:17]=2[CH:16]=1.C(=O)([O-])[O-].[K+].[K+].[C:30]([O:34][CH2:35][CH3:36])(=[O:33])[C:31]#[CH:32], predict the reaction product. The product is: [C:31]1([C:30]([O:34][CH2:35][CH3:36])=[O:33])[CH:32]=[N:14][N:15]2[CH:20]=[CH:19][C:18]3[O:21][CH2:22][CH2:23][C:17]=3[C:16]=12. (6) Given the reactants [CH3:1][C:2]([Si:5]([CH3:18])([CH3:17])[O:6][CH2:7][CH2:8][CH2:9][CH:10]([C:12]1[CH:16]=[CH:15][S:14][CH:13]=1)[OH:11])([CH3:4])[CH3:3].O[C:20]1[CH:27]=[C:26]([Cl:28])[CH:25]=[CH:24][C:21]=1[C:22]#[N:23].C1(P(C2C=CC=CC=2)C2C=CC=CC=2)C=CC=CC=1.N(C(OCC)=O)=NC(OCC)=O, predict the reaction product. The product is: [Cl:28][C:26]1[CH:27]=[CH:20][C:21]([C:22]#[N:23])=[C:24]([O:11][CH:10]([C:12]2[CH:16]=[CH:15][S:14][CH:13]=2)[CH2:9][CH2:8][CH2:7][O:6][Si:5]([C:2]([CH3:1])([CH3:3])[CH3:4])([CH3:17])[CH3:18])[CH:25]=1.